This data is from NCI-60 drug combinations with 297,098 pairs across 59 cell lines. The task is: Regression. Given two drug SMILES strings and cell line genomic features, predict the synergy score measuring deviation from expected non-interaction effect. (1) Drug 1: C1C(C(OC1N2C=NC3=C(N=C(N=C32)Cl)N)CO)O. Drug 2: CC12CCC3C(C1CCC2O)C(CC4=C3C=CC(=C4)O)CCCCCCCCCS(=O)CCCC(C(F)(F)F)(F)F. Cell line: OVCAR3. Synergy scores: CSS=5.35, Synergy_ZIP=-1.82, Synergy_Bliss=1.72, Synergy_Loewe=-0.969, Synergy_HSA=3.35. (2) Drug 1: CS(=O)(=O)CCNCC1=CC=C(O1)C2=CC3=C(C=C2)N=CN=C3NC4=CC(=C(C=C4)OCC5=CC(=CC=C5)F)Cl. Drug 2: CC1C(C(CC(O1)OC2CC(CC3=C2C(=C4C(=C3O)C(=O)C5=CC=CC=C5C4=O)O)(C(=O)C)O)N)O. Cell line: NCI-H226. Synergy scores: CSS=71.4, Synergy_ZIP=7.96, Synergy_Bliss=8.53, Synergy_Loewe=-34.8, Synergy_HSA=8.09. (3) Drug 1: CC1=C2C(C(=O)C3(C(CC4C(C3C(C(C2(C)C)(CC1OC(=O)C(C(C5=CC=CC=C5)NC(=O)C6=CC=CC=C6)O)O)OC(=O)C7=CC=CC=C7)(CO4)OC(=O)C)O)C)OC(=O)C. Drug 2: CC1=C(N=C(N=C1N)C(CC(=O)N)NCC(C(=O)N)N)C(=O)NC(C(C2=CN=CN2)OC3C(C(C(C(O3)CO)O)O)OC4C(C(C(C(O4)CO)O)OC(=O)N)O)C(=O)NC(C)C(C(C)C(=O)NC(C(C)O)C(=O)NCCC5=NC(=CS5)C6=NC(=CS6)C(=O)NCCC[S+](C)C)O. Cell line: HCT116. Synergy scores: CSS=45.1, Synergy_ZIP=8.28, Synergy_Bliss=10.2, Synergy_Loewe=-4.63, Synergy_HSA=7.06. (4) Drug 1: C1CCC(C1)C(CC#N)N2C=C(C=N2)C3=C4C=CNC4=NC=N3. Drug 2: COC1=C(C=C2C(=C1)N=CN=C2NC3=CC(=C(C=C3)F)Cl)OCCCN4CCOCC4. Cell line: MDA-MB-231. Synergy scores: CSS=18.9, Synergy_ZIP=-1.54, Synergy_Bliss=0.383, Synergy_Loewe=0.0110, Synergy_HSA=1.58. (5) Drug 1: CNC(=O)C1=NC=CC(=C1)OC2=CC=C(C=C2)NC(=O)NC3=CC(=C(C=C3)Cl)C(F)(F)F. Drug 2: C1CN(P(=O)(OC1)NCCCl)CCCl. Cell line: SNB-75. Synergy scores: CSS=0.372, Synergy_ZIP=0.514, Synergy_Bliss=-0.110, Synergy_Loewe=0.151, Synergy_HSA=-1.14. (6) Drug 1: COC1=C(C=C2C(=C1)N=CN=C2NC3=CC(=C(C=C3)F)Cl)OCCCN4CCOCC4. Drug 2: CN(CC1=CN=C2C(=N1)C(=NC(=N2)N)N)C3=CC=C(C=C3)C(=O)NC(CCC(=O)O)C(=O)O. Cell line: MOLT-4. Synergy scores: CSS=49.1, Synergy_ZIP=-1.80, Synergy_Bliss=1.41, Synergy_Loewe=-3.98, Synergy_HSA=1.74. (7) Synergy scores: CSS=37.1, Synergy_ZIP=3.38, Synergy_Bliss=3.73, Synergy_Loewe=-4.50, Synergy_HSA=1.53. Drug 1: CN(CC1=CN=C2C(=N1)C(=NC(=N2)N)N)C3=CC=C(C=C3)C(=O)NC(CCC(=O)O)C(=O)O. Cell line: SK-MEL-2. Drug 2: CC1C(C(CC(O1)OC2CC(CC3=C2C(=C4C(=C3O)C(=O)C5=CC=CC=C5C4=O)O)(C(=O)C)O)N)O.